This data is from Reaction yield outcomes from USPTO patents with 853,638 reactions. The task is: Predict the reaction yield, written as a fraction of the theoretical maximum amount of product (1.0 means a 100% yield; for example, 0.34 means a 34% yield). (1) The reactants are [F:1][C:2]([F:29])([F:28])[C:3]1[CH:4]=[C:5]([NH:13][C:14](=[O:27])[C:15]2[CH:20]=[C:19]([S:21](=[O:24])(=[O:23])[NH2:22])[CH:18]=[CH:17][C:16]=2[O:25][CH3:26])[CH:6]=[C:7]([C:9]([F:12])([F:11])[F:10])[CH:8]=1.CO[CH:32]1[CH2:36][CH2:35][CH:34](OC)O1.C(O)(=O)C. The catalyst is O. The product is [F:29][C:2]([F:1])([F:28])[C:3]1[CH:4]=[C:5]([NH:13][C:14](=[O:27])[C:15]2[CH:20]=[C:19]([S:21]([N:22]3[CH:32]=[CH:36][CH:35]=[CH:34]3)(=[O:23])=[O:24])[CH:18]=[CH:17][C:16]=2[O:25][CH3:26])[CH:6]=[C:7]([C:9]([F:12])([F:10])[F:11])[CH:8]=1. The yield is 0.886. (2) The reactants are [C:1]([N:8]1[CH2:13][CH2:12][C:11](=O)[CH2:10][CH2:9]1)([O:3][C:4]([CH3:7])([CH3:6])[CH3:5])=[O:2].[NH2:15][C:16]1[CH:21]=[CH:20][CH:19]=[CH:18][CH:17]=1. No catalyst specified. The product is [C:4]([O:3][C:1]([N:8]1[CH2:13][CH2:12][CH:11]([NH:15][C:16]2[CH:21]=[CH:20][CH:19]=[CH:18][CH:17]=2)[CH2:10][CH2:9]1)=[O:2])([CH3:7])([CH3:6])[CH3:5]. The yield is 0.930. (3) The reactants are [C:1]([OH:5])(=O)[CH2:2][OH:3].[NH2:6][CH2:7][C@@H:8]([CH3:29])[O:9][C:10]1[CH:19]=[CH:18][CH:17]=[C:16]2[C:11]=1[C:12]([NH:20][C:21]1[CH:26]=[CH:25][C:24]([OH:27])=[C:23]([CH3:28])[CH:22]=1)=[N:13][CH:14]=[N:15]2. No catalyst specified. The product is [OH:3][CH2:2][C:1]([NH:6][CH2:7][C@H:8]([O:9][C:10]1[CH:19]=[CH:18][CH:17]=[C:16]2[C:11]=1[C:12]([NH:20][C:21]1[CH:26]=[CH:25][C:24]([OH:27])=[C:23]([CH3:28])[CH:22]=1)=[N:13][CH:14]=[N:15]2)[CH3:29])=[O:5]. The yield is 0.590. (4) The reactants are C[Si]([N:5]=[N+:6]=[N-:7])(C)C.[C:8]([C:10]1[N:15]=[C:14]([O:16][CH3:17])[C:13]([N+:18]([O-:20])=[O:19])=[CH:12][CH:11]=1)#[CH:9]. The catalyst is C1(C)C=CC=CC=1.O. The product is [CH3:17][O:16][C:14]1[C:13]([N+:18]([O-:20])=[O:19])=[CH:12][CH:11]=[C:10]([C:8]2[CH:9]=[N:7][NH:6][N:5]=2)[N:15]=1. The yield is 0.770. (5) The reactants are [Br:1][C:2]1[CH:10]=[CH:9][C:5]([C:6](Cl)=[O:7])=[CH:4][CH:3]=1.C(N(CC)CC)C.Cl.[CH3:19][O:20][NH:21][CH3:22]. The catalyst is ClCCl. The product is [Br:1][C:2]1[CH:10]=[CH:9][C:5]([C:6]([N:21]([O:20][CH3:19])[CH3:22])=[O:7])=[CH:4][CH:3]=1. The yield is 0.840. (6) The reactants are [NH:1]1[CH2:9][CH2:8][CH:4]([C:5]([OH:7])=[O:6])[CH2:3][CH2:2]1.[CH2:10]([O:17][C:18](Cl)=[O:19])[C:11]1[CH:16]=[CH:15][CH:14]=[CH:13][CH:12]=1. The catalyst is [OH-].[Na+]. The product is [CH2:10]([O:17][C:18]([N:1]1[CH2:9][CH2:8][CH:4]([C:5]([OH:7])=[O:6])[CH2:3][CH2:2]1)=[O:19])[C:11]1[CH:16]=[CH:15][CH:14]=[CH:13][CH:12]=1. The yield is 0.660. (7) The reactants are Br[C:2]1[CH:3]=[CH:4][C:5]2[O:9][CH:8]=[CH:7][C:6]=2[CH:10]=1.[CH:11]([C:13]1[CH:18]=[CH:17][C:16](B(O)O)=[CH:15][CH:14]=1)=[O:12].C(Cl)Cl.C(=O)([O-])[O-].[K+].[K+]. The catalyst is O1CCOCC1.C1C=CC(P(C2C=CC=CC=2)[C-]2C=CC=C2)=CC=1.C1C=CC(P(C2C=CC=CC=2)[C-]2C=CC=C2)=CC=1.Cl[Pd]Cl.[Fe+2]. The product is [O:9]1[C:5]2[CH:4]=[CH:3][C:2]([C:16]3[CH:17]=[CH:18][C:13]([CH:11]=[O:12])=[CH:14][CH:15]=3)=[CH:10][C:6]=2[CH:7]=[CH:8]1. The yield is 0.530. (8) The reactants are [NH:1]([C:3]1[N:8]=[CH:7][N:6]=[C:5]2[N:9]([C:12]3[CH:17]=[CH:16][CH:15]=[CH:14][CH:13]=3)[N:10]=[CH:11][C:4]=12)[NH2:2].[CH2:18]([C:20]1[O:24][C:23]([CH:25]=O)=[CH:22][CH:21]=1)[CH3:19]. The catalyst is C(O)C.N1CCCC1. The product is [C:12]1([N:9]2[C:5]3=[N:6][CH:7]=[N:8][C:3]([NH:1][N:2]=[CH:25][C:23]4[O:24][C:20]([CH2:18][CH3:19])=[CH:21][CH:22]=4)=[C:4]3[CH:11]=[N:10]2)[CH:17]=[CH:16][CH:15]=[CH:14][CH:13]=1. The yield is 0.370. (9) The reactants are [CH3:1][O:2][C:3]1[CH:4]=[C:5]([CH:36]=[CH:37][CH:38]=1)[CH2:6][N:7]1[C:15]2[C:14](=[O:16])[N:13]([CH3:17])[C:12](=[O:18])[N:11]([CH3:19])[C:10]=2[N:9]=[C:8]1[O:20][C:21]1[CH:26]=[CH:25][C:24](B2OC(C)(C)C(C)(C)O2)=[CH:23][CH:22]=1.Br[C:40]1[CH:45]=[CH:44][CH:43]=[CH:42][N:41]=1.C(=O)([O-])[O-].[Cs+].[Cs+]. The catalyst is CN(C=O)C.C(OCC)(=O)C.C1C=CC([P]([Pd]([P](C2C=CC=CC=2)(C2C=CC=CC=2)C2C=CC=CC=2)([P](C2C=CC=CC=2)(C2C=CC=CC=2)C2C=CC=CC=2)[P](C2C=CC=CC=2)(C2C=CC=CC=2)C2C=CC=CC=2)(C2C=CC=CC=2)C2C=CC=CC=2)=CC=1. The product is [CH3:1][O:2][C:3]1[CH:4]=[C:5]([CH:36]=[CH:37][CH:38]=1)[CH2:6][N:7]1[C:15]2[C:14](=[O:16])[N:13]([CH3:17])[C:12](=[O:18])[N:11]([CH3:19])[C:10]=2[N:9]=[C:8]1[O:20][C:21]1[CH:26]=[CH:25][C:24]([C:40]2[CH:45]=[CH:44][CH:43]=[CH:42][N:41]=2)=[CH:23][CH:22]=1. The yield is 0.219. (10) The reactants are [Cl:1][C:2]1[C:7]([C:8]2[N:9]=[C:10]([N:20]3[CH2:25][CH2:24][O:23][CH2:22][CH2:21]3)[S:11][C:12]=2[C:13]2[CH:18]=[CH:17][N:16]=[C:15](Cl)[N:14]=2)=[CH:6][CH:5]=[CH:4][C:3]=1[NH:26][S:27]([C:30]1[C:35]([F:36])=[CH:34][CH:33]=[CH:32][C:31]=1[F:37])(=[O:29])=[O:28].C([O-])=O.[NH4+]. The catalyst is CCOC(C)=O.CO.[OH-].[OH-].[Pd+2]. The product is [Cl:1][C:2]1[C:7]([C:8]2[N:9]=[C:10]([N:20]3[CH2:21][CH2:22][O:23][CH2:24][CH2:25]3)[S:11][C:12]=2[C:13]2[CH:18]=[CH:17][N:16]=[CH:15][N:14]=2)=[CH:6][CH:5]=[CH:4][C:3]=1[NH:26][S:27]([C:30]1[C:35]([F:36])=[CH:34][CH:33]=[CH:32][C:31]=1[F:37])(=[O:29])=[O:28]. The yield is 0.297.